From a dataset of Full USPTO retrosynthesis dataset with 1.9M reactions from patents (1976-2016). Predict the reactants needed to synthesize the given product. (1) Given the product [CH3:15][O:14][C:10]1[CH:11]=[CH:12][CH:13]=[C:8]2[C:9]=1[CH:5]=[C:2]([CH3:4])[CH:1]=[N:7]2, predict the reactants needed to synthesize it. The reactants are: [C:1]([NH:7][C:8]1[CH:13]=[CH:12][CH:11]=[C:10]([O:14][CH3:15])[CH:9]=1)(=O)[C:2]([CH3:5])([CH3:4])C.C([Li])(CC)C.C1CCCCC1.CN(C)C=O.C(=O)CC.C[Si](C)(C)[N-][Si](C)(C)C.[K+].C1(C)C=CC=CC=1. (2) Given the product [CH3:17][O:18][C:19]1[CH:20]=[C:21]([NH:35][C:14](=[O:16])[C:13]#[C:12][C:3]2[CH:4]=[CH:5][C:6]([C:8]([F:9])([F:10])[F:11])=[CH:7][C:2]=2[Cl:1])[CH:22]=[CH:23][C:24]=1[O:25][CH2:26][CH2:27][N:28]1[CH2:33][CH2:32][CH:31]([CH3:34])[CH2:30][CH2:29]1, predict the reactants needed to synthesize it. The reactants are: [Cl:1][C:2]1[CH:7]=[C:6]([C:8]([F:11])([F:10])[F:9])[CH:5]=[CH:4][C:3]=1[C:12]#[C:13][C:14]([OH:16])=O.[CH3:17][O:18][C:19]1[CH:20]=[C:21]([NH2:35])[CH:22]=[CH:23][C:24]=1[O:25][CH2:26][CH2:27][N:28]1[CH2:33][CH2:32][CH:31]([CH3:34])[CH2:30][CH2:29]1. (3) Given the product [CH3:45][C:27]1[CH:28]=[C:29]([NH:31][C:32]2[CH:36]=[CH:35][N:34]([CH2:37][O:38][CH2:39][CH2:40][Si:41]([CH3:42])([CH3:44])[CH3:43])[N:33]=2)[N:30]=[C:25]([CH2:1][CH:2]2[CH2:7][CH2:6][N:5]([C:8]([O:10][C:11]([CH3:14])([CH3:13])[CH3:12])=[O:9])[CH2:4][CH2:3]2)[N:26]=1, predict the reactants needed to synthesize it. The reactants are: [CH2:1]=[C:2]1[CH2:7][CH2:6][N:5]([C:8]([O:10][C:11]([CH3:14])([CH3:13])[CH3:12])=[O:9])[CH2:4][CH2:3]1.C12BC(CCC1)CCC2.Cl[C:25]1[N:30]=[C:29]([NH:31][C:32]2[CH:36]=[CH:35][N:34]([CH2:37][O:38][CH2:39][CH2:40][Si:41]([CH3:44])([CH3:43])[CH3:42])[N:33]=2)[CH:28]=[C:27]([CH3:45])[N:26]=1.C1([As](C2C=CC=CC=2)C2C=CC=CC=2)C=CC=CC=1.C(=O)([O-])[O-].[K+].[K+].C12B(CC3CCN(C(OC(C)(C)C)=O)CC3)C(CCC1)CCC2. (4) Given the product [CH3:43][C@H:44]1[O:45][C@@H:46]([CH3:48])[CH2:38][N:37]([CH2:2][C:3]2[N:4]=[C:5]3[N:24]=[C:23]([C:25]4[C:30]([C:31]([F:34])([F:33])[F:32])=[CH:29][CH:28]=[CH:27][N:26]=4)[CH:22]=[CH:21][C:6]3=[C:7]3[C:16]=2[O:15][C:14]2[C:9](=[CH:10][CH:11]=[C:12]([C:17]([F:20])([F:19])[F:18])[CH:13]=2)[NH:8]3)[CH2:36]1, predict the reactants needed to synthesize it. The reactants are: Cl[CH2:2][C:3]1[N:4]=[C:5]2[N:24]=[C:23]([C:25]3[C:30]([C:31]([F:34])([F:33])[F:32])=[CH:29][CH:28]=[CH:27][N:26]=3)[CH:22]=[CH:21][C:6]2=[C:7]2[C:16]=1[O:15][C:14]1[C:9](=[CH:10][CH:11]=[C:12]([C:17]([F:20])([F:19])[F:18])[CH:13]=1)[NH:8]2.C[C@H:36]1COC[C@@H:38](C)[NH:37]1.[CH3:43][CH2:44][O:45][C:46]([CH3:48])=O.